From a dataset of Reaction yield outcomes from USPTO patents with 853,638 reactions. Predict the reaction yield, written as a fraction of the theoretical maximum amount of product (1.0 means a 100% yield; for example, 0.34 means a 34% yield). (1) The reactants are [O:1]1[CH2:5][CH2:4][CH2:3][CH:2]1[CH2:6][CH2:7][C:8]1[CH:13]=[CH:12][C:11]([CH2:14][OH:15])=[CH:10][CH:9]=1. The catalyst is [O-2].[O-2].[Mn+4].C(OCC)(=O)C. The product is [O:1]1[CH2:5][CH2:4][CH2:3][CH:2]1[CH2:6][CH2:7][C:8]1[CH:9]=[CH:10][C:11]([CH:14]=[O:15])=[CH:12][CH:13]=1. The yield is 0.950. (2) The reactants are [CH2:1]([N:8]1[CH2:13][CH2:12][C:11](=[O:14])[CH:10]([CH3:15])[CH2:9]1)[C:2]1[CH:7]=[CH:6][CH:5]=[CH:4][CH:3]=1.[CH3:16][Si](C)(C)[N-][Si](C)(C)C.[Li+].IC. The catalyst is C1COCC1. The product is [CH2:1]([N:8]1[CH2:13][CH:12]([CH3:16])[C:11](=[O:14])[CH:10]([CH3:15])[CH2:9]1)[C:2]1[CH:3]=[CH:4][CH:5]=[CH:6][CH:7]=1. The yield is 0.315.